From a dataset of Peptide-MHC class II binding affinity with 134,281 pairs from IEDB. Regression. Given a peptide amino acid sequence and an MHC pseudo amino acid sequence, predict their binding affinity value. This is MHC class II binding data. (1) The peptide sequence is FSTGLIIQGLKLMNS. The MHC is HLA-DPA10301-DPB10402 with pseudo-sequence HLA-DPA10301-DPB10402. The binding affinity (normalized) is 0.677. (2) The peptide sequence is QYLIKHKSNNVITCG. The MHC is HLA-DQA10101-DQB10501 with pseudo-sequence HLA-DQA10101-DQB10501. The binding affinity (normalized) is 0.0457. (3) The peptide sequence is GPNELGRFKHTDACCRTH. The MHC is DRB1_0401 with pseudo-sequence DRB1_0401. The binding affinity (normalized) is 0.297. (4) The peptide sequence is KMIGGIGGFVKVRQYDQIPI. The MHC is DRB1_1501 with pseudo-sequence DRB1_1501. The binding affinity (normalized) is 0.762.